Task: Predict the reaction yield, written as a fraction of the theoretical maximum amount of product (1.0 means a 100% yield; for example, 0.34 means a 34% yield).. Dataset: Reaction yield outcomes from USPTO patents with 853,638 reactions (1) The yield is 0.860. The catalyst is C(O)C.C(O)(=O)C. The product is [F:28][C:29]([F:37])([F:36])[CH2:30][NH:31][C:32](=[O:35])[NH:33][N:34]=[CH:18][C:17]1[CH:20]=[CH:21][C:14]([C:11]2[CH2:10][C:9]([C:4]3[CH:3]=[C:2]([Cl:1])[CH:7]=[C:6]([Cl:8])[CH:5]=3)([C:23]([F:26])([F:24])[F:25])[O:13][N:12]=2)=[CH:15][C:16]=1[CH3:22]. The reactants are [Cl:1][C:2]1[CH:3]=[C:4]([C:9]2([C:23]([F:26])([F:25])[F:24])[O:13][N:12]=[C:11]([C:14]3[CH:21]=[CH:20][C:17]([CH:18]=O)=[C:16]([CH3:22])[CH:15]=3)[CH2:10]2)[CH:5]=[C:6]([Cl:8])[CH:7]=1.Cl.[F:28][C:29]([F:37])([F:36])[CH2:30][NH:31][C:32](=[O:35])[NH:33][NH2:34].O.CC(OC)(C)C. (2) The reactants are Cl.Cl.[NH:3]1[CH2:8][CH2:7][NH:6][CH2:5][CH:4]1[C:9]([OH:11])=[O:10].[OH-:12].[Na+].Cl[C:15]([O:17][CH2:18][C:19]1[CH:24]=[CH:23][CH:22]=[CH:21][CH:20]=1)=[O:16]. The catalyst is O.O1CCOCC1. The product is [CH2:18]([O:17][C:15]([N:3]1[CH2:8][CH2:7][N:6]([C:15]([O:17][CH2:18][C:19]2[CH:24]=[CH:23][CH:22]=[CH:21][CH:20]=2)=[O:12])[CH2:5][CH:4]1[C:9]([OH:11])=[O:10])=[O:16])[C:19]1[CH:24]=[CH:23][CH:22]=[CH:21][CH:20]=1. The yield is 0.960. (3) The reactants are [O:1]=[C:2]1[NH:7][C:6]2[CH:8]=[C:9]([CH2:12][N:13]3[CH2:18][CH2:17][N:16]([C:19]4[CH:27]=[CH:26][C:22]([C:23]([OH:25])=O)=[CH:21][CH:20]=4)[CH2:15][CH2:14]3)[CH:10]=[N:11][C:5]=2[N:4]2[CH2:28][CH2:29][S:30][CH2:31][C@@H:3]12.[CH2:32]([N:34](C(C)C)C(C)C)C.Cl.CN. The catalyst is CN(C=O)C. The product is [CH3:32][NH:34][C:23](=[O:25])[C:22]1[CH:26]=[CH:27][C:19]([N:16]2[CH2:15][CH2:14][N:13]([CH2:12][C:9]3[CH:10]=[N:11][C:5]4[N:4]5[CH2:28][CH2:29][S:30][CH2:31][C@H:3]5[C:2](=[O:1])[NH:7][C:6]=4[CH:8]=3)[CH2:18][CH2:17]2)=[CH:20][CH:21]=1. The yield is 0.490. (4) The reactants are [NH2:1][C:2]1[N:10]=[C:9]2[C:5]([N:6]=[CH:7][N:8]2[C@H:11]2[CH2:15][O:14][C@@H:13]([CH2:16][O:17]C(=O)C3C=CC=CC=3)[O:12]2)=[C:4]([Cl:26])[N:3]=1.CO[Na].CO. The catalyst is CO. The product is [NH2:1][C:2]1[N:10]=[C:9]2[C:5]([N:6]=[CH:7][N:8]2[C@H:11]2[CH2:15][O:14][C@@H:13]([CH2:16][OH:17])[O:12]2)=[C:4]([Cl:26])[N:3]=1. The yield is 0.710. (5) The reactants are [Cl:1][C:2]1[C:7]([C:8]2[C:9](=[O:31])[N:10]([CH2:29][CH3:30])[C:11]3[C:16]([CH:17]=2)=[CH:15][N:14]=[C:13]([N:18](CC2C=CC(OC)=CC=2)[CH3:19])[CH:12]=3)=[CH:6][C:5]([NH:32][C:33]([NH:35][C:36]2[CH:41]=[CH:40][C:39]([F:42])=[C:38]([CH2:43][N:44]3[CH2:49][CH2:48][O:47][CH2:46][CH2:45]3)[CH:37]=2)=[O:34])=[C:4]([F:50])[CH:3]=1. The catalyst is C(O)(C(F)(F)F)=O. The product is [Cl:1][C:2]1[C:7]([C:8]2[C:9](=[O:31])[N:10]([CH2:29][CH3:30])[C:11]3[C:16]([CH:17]=2)=[CH:15][N:14]=[C:13]([NH:18][CH3:19])[CH:12]=3)=[CH:6][C:5]([NH:32][C:33]([NH:35][C:36]2[CH:41]=[CH:40][C:39]([F:42])=[C:38]([CH2:43][N:44]3[CH2:49][CH2:48][O:47][CH2:46][CH2:45]3)[CH:37]=2)=[O:34])=[C:4]([F:50])[CH:3]=1. The yield is 0.760. (6) The reactants are Cl([O-])=O.[Na+].O.P([O-])(O)(O)=O.[Na+].C([O:15][C:16]1[C:17]([CH:45]=[O:46])=[C:18]([CH:38]=[CH:39][C:40]=1[C:41]([F:44])([F:43])[F:42])[CH2:19][O:20][C:21]1[CH:26]=[CH:25][C:24]([C:27]2[CH:32]=[CH:31][C:30]([CH2:33][C:34]([O:36][CH3:37])=[O:35])=[CH:29][CH:28]=2)=[CH:23][CH:22]=1)C=C.CC(=CC)C.S([O-])([O-])(=O)=S.[Na+].[Na+].Cl.[C:60]([O:64]C(OC(C)(C)C)N(C)C)([CH3:63])([CH3:62])[CH3:61].N1CCCC1. The catalyst is C(O)(C)(C)C.C1(C)C=CC=CC=1.C1C=CC([P]([Pd]([P](C2C=CC=CC=2)(C2C=CC=CC=2)C2C=CC=CC=2)([P](C2C=CC=CC=2)(C2C=CC=CC=2)C2C=CC=CC=2)[P](C2C=CC=CC=2)(C2C=CC=CC=2)C2C=CC=CC=2)(C2C=CC=CC=2)C2C=CC=CC=2)=CC=1.O.O1CCOCC1. The product is [OH:15][C:16]1[C:40]([C:41]([F:42])([F:44])[F:43])=[CH:39][CH:38]=[C:18]([CH2:19][O:20][C:21]2[CH:22]=[CH:23][C:24]([C:27]3[CH:32]=[CH:31][C:30]([CH2:33][C:34]([O:36][CH3:37])=[O:35])=[CH:29][CH:28]=3)=[CH:25][CH:26]=2)[C:17]=1[C:45]([O:64][C:60]([CH3:63])([CH3:62])[CH3:61])=[O:46]. The yield is 0.590.